Task: Regression. Given two drug SMILES strings and cell line genomic features, predict the synergy score measuring deviation from expected non-interaction effect.. Dataset: NCI-60 drug combinations with 297,098 pairs across 59 cell lines (1) Cell line: CCRF-CEM. Drug 1: C1=CC(=CC=C1CCC2=CNC3=C2C(=O)NC(=N3)N)C(=O)NC(CCC(=O)O)C(=O)O. Synergy scores: CSS=34.5, Synergy_ZIP=-0.239, Synergy_Bliss=-3.32, Synergy_Loewe=-2.61, Synergy_HSA=-1.29. Drug 2: B(C(CC(C)C)NC(=O)C(CC1=CC=CC=C1)NC(=O)C2=NC=CN=C2)(O)O. (2) Drug 1: CC12CCC3C(C1CCC2O)C(CC4=C3C=CC(=C4)O)CCCCCCCCCS(=O)CCCC(C(F)(F)F)(F)F. Drug 2: CC1CCCC2(C(O2)CC(NC(=O)CC(C(C(=O)C(C1O)C)(C)C)O)C(=CC3=CSC(=N3)C)C)C. Cell line: RPMI-8226. Synergy scores: CSS=78.6, Synergy_ZIP=6.12, Synergy_Bliss=2.92, Synergy_Loewe=-21.6, Synergy_HSA=4.07. (3) Drug 1: CCC1=CC2CC(C3=C(CN(C2)C1)C4=CC=CC=C4N3)(C5=C(C=C6C(=C5)C78CCN9C7C(C=CC9)(C(C(C8N6C)(C(=O)OC)O)OC(=O)C)CC)OC)C(=O)OC.C(C(C(=O)O)O)(C(=O)O)O. Drug 2: COC1=NC(=NC2=C1N=CN2C3C(C(C(O3)CO)O)O)N. Cell line: NCI/ADR-RES. Synergy scores: CSS=-4.37, Synergy_ZIP=1.55, Synergy_Bliss=1.01, Synergy_Loewe=-5.22, Synergy_HSA=-5.12. (4) Drug 1: CCC1=CC2CC(C3=C(CN(C2)C1)C4=CC=CC=C4N3)(C5=C(C=C6C(=C5)C78CCN9C7C(C=CC9)(C(C(C8N6C)(C(=O)OC)O)OC(=O)C)CC)OC)C(=O)OC.C(C(C(=O)O)O)(C(=O)O)O. Drug 2: N.N.Cl[Pt+2]Cl. Cell line: NCI-H322M. Synergy scores: CSS=19.5, Synergy_ZIP=6.55, Synergy_Bliss=6.18, Synergy_Loewe=-23.1, Synergy_HSA=5.49.